Dataset: Full USPTO retrosynthesis dataset with 1.9M reactions from patents (1976-2016). Task: Predict the reactants needed to synthesize the given product. (1) Given the product [C:12]([N:3]1[CH2:11][CH2:10][CH:6]([C:7]([OH:9])=[O:8])[CH2:5][CH2:4]1)([O:14][C:15]([CH3:18])([CH3:17])[CH3:16])=[O:13], predict the reactants needed to synthesize it. The reactants are: [OH-].[Na+].[NH:3]1[CH2:11][CH2:10][CH:6]([C:7]([OH:9])=[O:8])[CH2:5][CH2:4]1.[C:12](O[C:12]([O:14][C:15]([CH3:18])([CH3:17])[CH3:16])=[O:13])([O:14][C:15]([CH3:18])([CH3:17])[CH3:16])=[O:13]. (2) Given the product [I:1][C:2]1[CH:3]=[C:4]([CH:6]=[CH:7][CH:8]=1)[N:16]([CH3:15])[CH3:11], predict the reactants needed to synthesize it. The reactants are: [I:1][C:2]1[CH:3]=[C:4]([CH:6]=[CH:7][CH:8]=1)N.C=O.[C:11](O)(=O)C.[C:15]([BH3-])#[N:16].[Na+]. (3) Given the product [CH3:3][O:4][C:5]1[CH:6]=[C:7]([C:11]2([C:12]#[N:13])[CH2:26][CH2:25][N:17]([C:18]([O:19][C:20]([CH3:22])([CH3:21])[CH3:23])=[O:24])[CH2:16][CH2:15]2)[CH:8]=[CH:9][CH:10]=1, predict the reactants needed to synthesize it. The reactants are: [H-].[Na+].[CH3:3][O:4][C:5]1[CH:6]=[C:7]([CH2:11][C:12]#[N:13])[CH:8]=[CH:9][CH:10]=1.Cl[CH2:15][CH2:16][N:17]([CH2:25][CH2:26]Cl)[C:18](=[O:24])[O:19][C:20]([CH3:23])([CH3:22])[CH3:21]. (4) Given the product [CH3:14][C:12]1[N:13]=[C:9]([NH:8][CH2:7][CH2:6][CH2:5][CH2:4][CH2:3][NH:2][S:30]([C:24]2[CH:29]=[CH:28][CH:27]=[CH:26][CH:25]=2)(=[O:32])=[O:31])[S:10][C:11]=1[C:15](=[O:16])[C:17]1[CH:22]=[CH:21][CH:20]=[CH:19][C:18]=1[CH3:23], predict the reactants needed to synthesize it. The reactants are: Cl.[NH2:2][CH2:3][CH2:4][CH2:5][CH2:6][CH2:7][NH:8][C:9]1[S:10][C:11]([C:15]([C:17]2[CH:22]=[CH:21][CH:20]=[CH:19][C:18]=2[CH3:23])=[O:16])=[C:12]([CH3:14])[N:13]=1.[C:24]1([S:30](Cl)(=[O:32])=[O:31])[CH:29]=[CH:28][CH:27]=[CH:26][CH:25]=1.CCN(CC)CC. (5) Given the product [CH2:1]([C:8]1[C:13](=[O:14])[N:12]2[CH2:15][CH2:16][CH2:17][CH2:18][C:11]2=[N:10][C:9]=1[CH:19]([NH:48][CH2:47][CH2:46][N:45]([CH3:49])[CH3:44])[CH2:20][CH3:21])[C:2]1[CH:7]=[CH:6][CH:5]=[CH:4][CH:3]=1, predict the reactants needed to synthesize it. The reactants are: [CH2:1]([C:8]1[C:13](=[O:14])[N:12]2[CH2:15][CH2:16][CH2:17][CH2:18][C:11]2=[N:10][C:9]=1[CH:19](O)[CH2:20][CH3:21])[C:2]1[CH:7]=[CH:6][CH:5]=[CH:4][CH:3]=1.N1C(C)=CC=CC=1C.FC(F)(F)C(OC(=O)C(F)(F)F)=O.[CH3:44][N:45]([CH3:49])[CH2:46][CH2:47][NH2:48].C(N(C(C)C)CC)(C)C. (6) Given the product [Cl:25][C:2]1[N:3]2[N:14]=[CH:13][C:12]([C:15]#[N:16])=[C:4]2[N:5]=[C:6]2[C:11]=1[CH2:10][CH2:9][CH2:8][CH2:7]2, predict the reactants needed to synthesize it. The reactants are: O=[C:2]1[C:11]2[CH2:10][CH2:9][CH2:8][CH2:7][C:6]=2[NH:5][C:4]2=[C:12]([C:15]#[N:16])[CH:13]=[N:14][N:3]12.N1C=CC=CC=1.O=P(Cl)(Cl)[Cl:25]. (7) Given the product [CH3:1][C:2]([CH3:28])([CH3:27])[C:3]([O:5][C:6]1[CH:11]=[CH:10][C:9]([C:12]([C:13]2[CH:18]=[CH:17][C:16]([O:19][C:20](=[O:25])[C:21]([CH3:24])([CH3:23])[CH3:22])=[CH:15][CH:14]=2)=[C:36]([C:33]2[CH:32]=[CH:31][C:30]([OH:29])=[CH:35][CH:34]=2)[CH2:37][CH2:38][CH2:39][CH3:40])=[CH:8][CH:7]=1)=[O:4], predict the reactants needed to synthesize it. The reactants are: [CH3:1][C:2]([CH3:28])([CH3:27])[C:3]([O:5][C:6]1[CH:11]=[CH:10][C:9]([C:12](=O)[C:13]2[CH:18]=[CH:17][C:16]([O:19][C:20](=[O:25])[C:21]([CH3:24])([CH3:23])[CH3:22])=[CH:15][CH:14]=2)=[CH:8][CH:7]=1)=[O:4].[OH:29][C:30]1[CH:35]=[CH:34][C:33]([C:36](=O)[CH2:37][CH2:38][CH2:39][CH3:40])=[CH:32][CH:31]=1.Cl.